This data is from NCI-60 drug combinations with 297,098 pairs across 59 cell lines. The task is: Regression. Given two drug SMILES strings and cell line genomic features, predict the synergy score measuring deviation from expected non-interaction effect. (1) Drug 1: CN(C)N=NC1=C(NC=N1)C(=O)N. Drug 2: CCC1(CC2CC(C3=C(CCN(C2)C1)C4=CC=CC=C4N3)(C5=C(C=C6C(=C5)C78CCN9C7C(C=CC9)(C(C(C8N6C)(C(=O)OC)O)OC(=O)C)CC)OC)C(=O)OC)O.OS(=O)(=O)O. Cell line: SF-295. Synergy scores: CSS=11.4, Synergy_ZIP=-11.1, Synergy_Bliss=-9.23, Synergy_Loewe=-7.53, Synergy_HSA=-6.62. (2) Drug 1: C1=CN(C=N1)CC(O)(P(=O)(O)O)P(=O)(O)O. Drug 2: C1C(C(OC1N2C=NC3=C2NC=NCC3O)CO)O. Cell line: CCRF-CEM. Synergy scores: CSS=3.39, Synergy_ZIP=-0.199, Synergy_Bliss=-0.935, Synergy_Loewe=3.75, Synergy_HSA=-1.47. (3) Drug 1: CC1=C(C(=CC=C1)Cl)NC(=O)C2=CN=C(S2)NC3=CC(=NC(=N3)C)N4CCN(CC4)CCO. Drug 2: N.N.Cl[Pt+2]Cl. Cell line: OVCAR-4. Synergy scores: CSS=60.3, Synergy_ZIP=-1.98, Synergy_Bliss=-0.807, Synergy_Loewe=-1.04, Synergy_HSA=-0.0325. (4) Drug 1: CC1OCC2C(O1)C(C(C(O2)OC3C4COC(=O)C4C(C5=CC6=C(C=C35)OCO6)C7=CC(=C(C(=C7)OC)O)OC)O)O. Drug 2: CS(=O)(=O)CCNCC1=CC=C(O1)C2=CC3=C(C=C2)N=CN=C3NC4=CC(=C(C=C4)OCC5=CC(=CC=C5)F)Cl. Cell line: NCI-H522. Synergy scores: CSS=37.8, Synergy_ZIP=-11.3, Synergy_Bliss=1.37, Synergy_Loewe=1.37, Synergy_HSA=3.76. (5) Drug 1: C1CCN(CC1)CCOC2=CC=C(C=C2)C(=O)C3=C(SC4=C3C=CC(=C4)O)C5=CC=C(C=C5)O. Drug 2: N.N.Cl[Pt+2]Cl. Cell line: A549. Synergy scores: CSS=-2.29, Synergy_ZIP=1.39, Synergy_Bliss=0.594, Synergy_Loewe=-3.01, Synergy_HSA=-2.88. (6) Drug 1: C1CCC(CC1)NC(=O)N(CCCl)N=O. Drug 2: CCC1(CC2CC(C3=C(CCN(C2)C1)C4=CC=CC=C4N3)(C5=C(C=C6C(=C5)C78CCN9C7C(C=CC9)(C(C(C8N6C=O)(C(=O)OC)O)OC(=O)C)CC)OC)C(=O)OC)O.OS(=O)(=O)O. Cell line: K-562. Synergy scores: CSS=60.7, Synergy_ZIP=-2.32, Synergy_Bliss=-3.63, Synergy_Loewe=-14.6, Synergy_HSA=-3.66. (7) Drug 1: C1=CC(=CC=C1CCC2=CNC3=C2C(=O)NC(=N3)N)C(=O)NC(CCC(=O)O)C(=O)O. Drug 2: C(CC(=O)O)C(=O)CN.Cl. Cell line: SK-MEL-5. Synergy scores: CSS=14.5, Synergy_ZIP=-6.29, Synergy_Bliss=-5.15, Synergy_Loewe=-4.50, Synergy_HSA=-2.06.